Dataset: Peptide-MHC class II binding affinity with 134,281 pairs from IEDB. Task: Regression. Given a peptide amino acid sequence and an MHC pseudo amino acid sequence, predict their binding affinity value. This is MHC class II binding data. (1) The peptide sequence is ADLGYGPATPAAPAA. The MHC is HLA-DPA10201-DPB10501 with pseudo-sequence HLA-DPA10201-DPB10501. The binding affinity (normalized) is 0. (2) The peptide sequence is NTSYRLISCNTSVI. The MHC is HLA-DQA10401-DQB10402 with pseudo-sequence HLA-DQA10401-DQB10402. The binding affinity (normalized) is 0. (3) The peptide sequence is INEPTAAAIAYNLDR. The MHC is HLA-DQA10401-DQB10402 with pseudo-sequence HLA-DQA10401-DQB10402. The binding affinity (normalized) is 0.562. (4) The peptide sequence is YDKFMANVSTVLTGK. The MHC is DRB1_1101 with pseudo-sequence DRB1_1101. The binding affinity (normalized) is 0.547. (5) The peptide sequence is NLYIKSIQSLISDTQ. The MHC is DRB1_0802 with pseudo-sequence DRB1_0802. The binding affinity (normalized) is 0.465. (6) The peptide sequence is GELQIVDKRDAAFKI. The MHC is DRB1_0101 with pseudo-sequence DRB1_0101. The binding affinity (normalized) is 0.299. (7) The peptide sequence is AFKVAATAANAAP. The MHC is HLA-DQA10102-DQB10602 with pseudo-sequence HLA-DQA10102-DQB10602. The binding affinity (normalized) is 0.627. (8) The peptide sequence is GVLVATNFFGINTIP. The MHC is DRB1_1302 with pseudo-sequence DRB1_1302. The binding affinity (normalized) is 0.229.